From a dataset of Reaction yield outcomes from USPTO patents with 853,638 reactions. Predict the reaction yield, written as a fraction of the theoretical maximum amount of product (1.0 means a 100% yield; for example, 0.34 means a 34% yield). The reactants are [CH3:1][C:2]1[CH:13]=[C:5]2[N:6]=[CH:7][C:8]([C:10]([OH:12])=O)=[CH:9][N:4]2[N:3]=1.C(Cl)(=O)C(Cl)=O.C(=O)([O-])[O-].[K+].[K+].[NH2:26][CH2:27][C:28]1([NH2:33])[CH2:32][CH2:31][CH2:30][CH2:29]1.Cl. The catalyst is O1CCCC1.O.CN(C)C=O. The product is [NH2:33][C:28]1([CH2:27][NH:26][C:10]([C:8]2[CH:7]=[N:6][C:5]3[N:4]([N:3]=[C:2]([CH3:1])[CH:13]=3)[CH:9]=2)=[O:12])[CH2:32][CH2:31][CH2:30][CH2:29]1. The yield is 0.120.